From a dataset of Reaction yield outcomes from USPTO patents with 853,638 reactions. Predict the reaction yield, written as a fraction of the theoretical maximum amount of product (1.0 means a 100% yield; for example, 0.34 means a 34% yield). (1) The reactants are [Cl:1][C:2]1[CH:3]=[C:4]([NH:9][C:10]([N:12]2[CH2:17][CH2:16][N:15]([C:18]([CH:20]3[CH2:24][CH2:23][N:22](C(OC(C)(C)C)=O)[CH2:21]3)=O)[CH2:14][CH2:13]2)=[O:11])[CH:5]=[CH:6][C:7]=1[Cl:8].B.Cl. The catalyst is C1COCC1.CO. The product is [Cl:1][C:2]1[CH:3]=[C:4]([NH:9][C:10]([N:12]2[CH2:17][CH2:16][N:15]([CH2:18][CH:20]3[CH2:24][CH2:23][NH:22][CH2:21]3)[CH2:14][CH2:13]2)=[O:11])[CH:5]=[CH:6][C:7]=1[Cl:8]. The yield is 0.170. (2) The reactants are [Si:1]([O:8][CH2:9][C@@H:10]1[CH2:14][C:13]([CH3:15])=[CH:12][N:11]1[C:16]([C:18]1[CH:23]=[C:22]([O:24][CH3:25])[C:21]([O:26][Si:27]([CH:34]([CH3:36])[CH3:35])([CH:31]([CH3:33])[CH3:32])[CH:28]([CH3:30])[CH3:29])=[CH:20][C:19]=1[N+:37]([O-])=O)=[O:17])([C:4]([CH3:7])([CH3:6])[CH3:5])([CH3:3])[CH3:2]. The catalyst is C(O)=O.C(O)C.[Zn]. The product is [NH2:37][C:19]1[CH:20]=[C:21]([O:26][Si:27]([CH:28]([CH3:29])[CH3:30])([CH:34]([CH3:36])[CH3:35])[CH:31]([CH3:33])[CH3:32])[C:22]([O:24][CH3:25])=[CH:23][C:18]=1[C:16]([N:11]1[CH:12]=[C:13]([CH3:15])[CH2:14][C@H:10]1[CH2:9][O:8][Si:1]([C:4]([CH3:7])([CH3:6])[CH3:5])([CH3:2])[CH3:3])=[O:17]. The yield is 0.800. (3) The yield is 0.900. The product is [C:7]([CH:9]([CH2:15][C:16](=[O:17])[C:18]1[CH:23]=[CH:22][CH:21]=[CH:20][CH:19]=1)[C:10]([O:12][CH2:13][CH3:14])=[O:11])#[N:8]. The reactants are C(=O)([O-])[O-].[K+].[K+].[C:7]([CH2:9][C:10]([O:12][CH2:13][CH3:14])=[O:11])#[N:8].[CH2:15](Br)[C:16]([C:18]1[CH:23]=[CH:22][CH:21]=[CH:20][CH:19]=1)=[O:17]. The catalyst is CC(C)=O. (4) The reactants are Cl[C:2]1[CH:7]=[CH:6][N:5]=[C:4]([C:8]2[N:12]3[CH:13]=[CH:14][CH:15]=[CH:16][C:11]3=[N:10][C:9]=2[C:17]([F:20])([F:19])[F:18])[N:3]=1.[O:21]1[C:25]2[CH:26]=[CH:27][C:28]([NH2:30])=[CH:29][C:24]=2[O:23][CH2:22]1.CC([O-])(C)C.[K+]. The catalyst is C1COCC1. The product is [O:21]1[C:25]2[CH:26]=[CH:27][C:28]([NH:30][C:2]3[CH:7]=[CH:6][N:5]=[C:4]([C:8]4[N:12]5[CH:13]=[CH:14][CH:15]=[CH:16][C:11]5=[N:10][C:9]=4[C:17]([F:20])([F:19])[F:18])[N:3]=3)=[CH:29][C:24]=2[O:23][CH2:22]1. The yield is 0.580. (5) The reactants are C([N:8]1[CH2:13][CH2:12][O:11][CH:10]([CH2:14][OH:15])[CH2:9]1)C1C=CC=CC=1.[CH3:28][C:27]([O:26][C:24](O[C:24]([O:26][C:27]([CH3:30])([CH3:29])[CH3:28])=[O:25])=[O:25])([CH3:30])[CH3:29]. The catalyst is CO.[Pd]. The product is [C:27]([O:26][C:24]([N:8]1[CH2:13][CH2:12][O:11][CH:10]([CH2:14][OH:15])[CH2:9]1)=[O:25])([CH3:28])([CH3:29])[CH3:30]. The yield is 0.990. (6) The reactants are [Cl:1][C:2]1[C:3]([O:12][C:13]2[CH:18]=[C:17]([O:19][CH:20]([CH2:25][O:26][CH2:27][CH3:28])[CH2:21][O:22][CH2:23][CH3:24])[CH:16]=[CH:15][C:14]=2/[CH:29]=[CH:30]/[C:31](OCC)=[O:32])=[N:4][CH:5]=[C:6]([C:8]([F:11])([F:10])[F:9])[CH:7]=1.[H-].C([Al+]CC(C)C)C(C)C.O.O.O.O.O.O.O.O.O.O.S([O-])([O-])(=O)=O.[Na+].[Na+]. The catalyst is O1CCCC1.C1(C)C=CC=CC=1. The product is [Cl:1][C:2]1[C:3]([O:12][C:13]2[CH:18]=[C:17]([O:19][CH:20]([CH2:25][O:26][CH2:27][CH3:28])[CH2:21][O:22][CH2:23][CH3:24])[CH:16]=[CH:15][C:14]=2/[CH:29]=[CH:30]/[CH2:31][OH:32])=[N:4][CH:5]=[C:6]([C:8]([F:9])([F:11])[F:10])[CH:7]=1. The yield is 0.0400. (7) The reactants are [C:1]([O:5][C:6](=[O:17])[NH:7][C@@H:8]1[CH2:13][CH2:12][C:11](=[O:14])[C:10]([CH3:16])([CH3:15])[CH2:9]1)([CH3:4])([CH3:3])[CH3:2].[CH3:18][Mg]Br. The catalyst is C(OCC)C. The product is [C:1]([O:5][C:6](=[O:17])[NH:7][C@@H:8]1[CH2:13][CH2:12][C:11]([OH:14])([CH3:18])[C:10]([CH3:16])([CH3:15])[CH2:9]1)([CH3:4])([CH3:2])[CH3:3]. The yield is 0.880. (8) The reactants are [Cl:1][C:2]1[C:3]([C:33]2[C:41]3[C:36](=[CH:37][CH:38]=[CH:39][CH:40]=3)[N:35]([S:42]([C:45]3[CH:50]=[CH:49][CH:48]=[CH:47][CH:46]=3)(=[O:44])=[O:43])[CH:34]=2)=[N:4][C:5]([NH:8][C:9]2[CH:10]=[C:11]([N:15]([CH3:32])[C:16]([C:18]3[CH:23]=[CH:22][C:21]([NH:24]C(=O)OC(C)(C)C)=[CH:20][CH:19]=3)=[O:17])[CH:12]=[CH:13][CH:14]=2)=[N:6][CH:7]=1.C(O)(C(F)(F)F)=O. The catalyst is C(Cl)Cl. The product is [NH2:24][C:21]1[CH:20]=[CH:19][C:18]([C:16]([N:15]([C:11]2[CH:12]=[CH:13][CH:14]=[C:9]([NH:8][C:5]3[N:4]=[C:3]([C:33]4[C:41]5[C:36](=[CH:37][CH:38]=[CH:39][CH:40]=5)[N:35]([S:42]([C:45]5[CH:46]=[CH:47][CH:48]=[CH:49][CH:50]=5)(=[O:43])=[O:44])[CH:34]=4)[C:2]([Cl:1])=[CH:7][N:6]=3)[CH:10]=2)[CH3:32])=[O:17])=[CH:23][CH:22]=1. The yield is 1.00. (9) The reactants are C(OP([CH:9]([F:15])[C:10]([O:12][CH2:13][CH3:14])=[O:11])(OCC)=O)C.C([Li])CCC.CCCCCC.[N+:27]([C:30]1[CH:37]=[CH:36][C:33]([CH:34]=O)=[CH:32][CH:31]=1)([O-:29])=[O:28].[Cl-].[NH4+]. The catalyst is O1CCCC1. The product is [F:15]/[C:9](=[CH:34]\[C:33]1[CH:36]=[CH:37][C:30]([N+:27]([O-:29])=[O:28])=[CH:31][CH:32]=1)/[C:10]([O:12][CH2:13][CH3:14])=[O:11]. The yield is 0.720.